This data is from Catalyst prediction with 721,799 reactions and 888 catalyst types from USPTO. The task is: Predict which catalyst facilitates the given reaction. (1) Reactant: [NH2:1][C:2]1[CH:6]=[C:5]([Cl:7])[N:4]([C:8]2[CH:13]=[CH:12][C:11]([CH2:14][CH3:15])=[CH:10][CH:9]=2)[C:3]=1[C:16]([O:18][CH2:19][CH3:20])=[O:17].N1C=CC=CC=1.[C:27]1([CH2:33][C:34](Cl)=[O:35])[CH:32]=[CH:31][CH:30]=[CH:29][CH:28]=1. Product: [Cl:7][C:5]1[N:4]([C:8]2[CH:9]=[CH:10][C:11]([CH2:14][CH3:15])=[CH:12][CH:13]=2)[C:3]([C:16]([O:18][CH2:19][CH3:20])=[O:17])=[C:2]([NH:1][C:34](=[O:35])[CH2:33][C:27]2[CH:32]=[CH:31][CH:30]=[CH:29][CH:28]=2)[CH:6]=1. The catalyst class is: 2. (2) Reactant: [F:1][C:2]1[C:3]([C:17]2[N:21]([CH:22]([CH3:24])[CH3:23])[C:20]([CH3:25])=[N:19][CH:18]=2)=[N:4][C:5]([NH:8][C:9]2[CH:10]=[CH:11][C:12]([C:15]#[N:16])=[N:13][CH:14]=2)=[N:6][CH:7]=1.[OH-:26].[Na+]. Product: [F:1][C:2]1[C:3]([C:17]2[N:21]([CH:22]([CH3:23])[CH3:24])[C:20]([CH3:25])=[N:19][CH:18]=2)=[N:4][C:5]([NH:8][C:9]2[CH:10]=[CH:11][C:12]([C:15]([NH2:16])=[O:26])=[N:13][CH:14]=2)=[N:6][CH:7]=1. The catalyst class is: 20. (3) Reactant: I[C:2]1[CH:3]=[C:4]([CH:8]([O:18][CH:19]2[CH2:24][CH2:23][N:22]([CH3:25])[CH2:21][CH2:20]2)[C:9]2[S:10][C:11]3[CH:17]=[CH:16][CH:15]=[CH:14][C:12]=3[N:13]=2)[CH:5]=[CH:6][CH:7]=1.CC(N)([CH2:29][OH:30])C.[C:32](=[O:35])([O-:34])[O-].[K+].[K+].Cl.[NH:39]1[CH2:42][CH:41]([OH:43])[CH2:40]1. Product: [S:10]1[C:11]2[CH:17]=[CH:16][CH:15]=[CH:14][C:12]=2[N:13]=[C:9]1[CH:8]([O:18][CH:19]1[CH2:24][CH2:23][N:22]([CH3:25])[CH2:21][CH2:20]1)[C:4]1[CH:3]=[C:2]([N:39]2[CH2:42][CH:41]([OH:43])[CH2:40]2)[CH:7]=[CH:6][CH:5]=1.[C:29]([O-:30])(=[O:18])[C:32]([O-:34])=[O:35]. The catalyst class is: 205.